Task: Predict which catalyst facilitates the given reaction.. Dataset: Catalyst prediction with 721,799 reactions and 888 catalyst types from USPTO (1) Reactant: Cl.CO.C(OC(=O)[NH:10][C:11]1[CH:16]=[C:15]([CH3:17])[C:14]([O:18][CH2:19][CH2:20][CH2:21][N:22]2[CH2:27][CH2:26][N:25]([C:28]3[C:36]4[CH:35]=[CH:34][S:33][C:32]=4[CH:31]=[CH:30][CH:29]=3)[CH2:24][CH2:23]2)=[C:13]([O:37][CH3:38])[CH:12]=1)(C)(C)C.[OH-].[Na+]. Product: [S:33]1[CH:34]=[CH:35][C:36]2[C:28]([N:25]3[CH2:24][CH2:23][N:22]([CH2:21][CH2:20][CH2:19][O:18][C:14]4[C:15]([CH3:17])=[CH:16][C:11]([NH2:10])=[CH:12][C:13]=4[O:37][CH3:38])[CH2:27][CH2:26]3)=[CH:29][CH:30]=[CH:31][C:32]1=2. The catalyst class is: 4. (2) Reactant: C([N:8]1[CH2:13][CH2:12][C:11]([CH2:15][NH:16][C:17](=[O:23])[O:18][C:19]([CH3:22])([CH3:21])[CH3:20])([OH:14])[CH2:10][CH2:9]1)C1C=CC=CC=1.O.NN. Product: [OH:14][C:11]1([CH2:15][NH:16][C:17](=[O:23])[O:18][C:19]([CH3:21])([CH3:20])[CH3:22])[CH2:12][CH2:13][NH:8][CH2:9][CH2:10]1. The catalyst class is: 178. (3) Reactant: [C:1]([O:6][CH2:7][CH2:8][OH:9])(=[O:5])[C:2]([CH3:4])=[CH2:3].[C:10]1(=[O:16])[O:15][C:13](=[O:14])[CH2:12][CH2:11]1.C(N(CC)CC)C. Product: [C:1]([O:6][CH2:7][CH2:8][O:9][C:10](=[O:16])[CH2:11][CH2:12][C:13]([OH:15])=[O:14])(=[O:5])[C:2]([CH3:4])=[CH2:3]. The catalyst class is: 4. (4) Reactant: C(OC(=O)[C:7]1[CH:12]=[CH:11][CH:10]=[C:9]([C:13]2[C:18]([CH3:19])=[CH:17][CH:16]=[CH:15][N:14]=2)[CH:8]=1)CCC.NC(N)=O.[OH:25]O.[C:27]1(=O)OC(=O)[C:29]2=CC=C[CH:36]=[C:28]12.[O-]S([O-])=O.[Na+].[Na+].[C:44]([O-:47])([O-])=[O:45].[Na+].[Na+]. Product: [C:28]([O:47][C:44]([C:11]1[CH:10]=[C:9]([C:13]2[C:18]([CH3:19])=[CH:17][CH:16]=[CH:15][N+:14]=2[O-:25])[CH:8]=[CH:7][CH:12]=1)=[O:45])([CH3:29])([CH3:36])[CH3:27]. The catalyst class is: 161. (5) Reactant: [OH:1][CH:2]([CH2:14][N:15]1[CH2:20][CH2:19][CH2:18][CH2:17][CH2:16]1)[CH2:3][O:4][NH:5][C:6]([C:8]1[CH:9]=[N:10][CH:11]=[CH:12][CH:13]=1)=[NH:7].C(N(CC)CC)C.[C:28]([Cl:45])(=[O:44])[CH2:29][CH2:30][CH2:31][CH2:32][CH2:33][CH2:34][CH2:35][CH2:36][CH2:37][CH2:38][CH2:39][CH2:40][CH2:41][CH2:42][CH3:43]. Product: [ClH:45].[C:28]([O:1][CH:2]([CH2:14][N:15]1[CH2:20][CH2:19][CH2:18][CH2:17][CH2:16]1)[CH2:3][O:4][NH:5][C:6]([C:8]1[CH:9]=[N:10][CH:11]=[CH:12][CH:13]=1)=[NH:7])(=[O:44])[CH2:29][CH2:30][CH2:31][CH2:32][CH2:33][CH2:34][CH2:35][CH2:36][CH2:37][CH2:38][CH2:39][CH2:40][CH2:41][CH2:42][CH3:43]. The catalyst class is: 22.